From a dataset of Catalyst prediction with 721,799 reactions and 888 catalyst types from USPTO. Predict which catalyst facilitates the given reaction. Reactant: [C:1]([C:3]#[C:4][C:5]1[CH:13]=[CH:12][C:8]([C:9]([OH:11])=[O:10])=[CH:7][CH:6]=1)#[N:2].[F:14][C:15]1[C:20]([F:21])=[C:19](O)[C:18]([F:23])=[C:17]([F:24])[C:16]=1[S:25]([O-:28])(=[O:27])=[O:26].[Na+:29].C1CCC(N=C=NC2CCCCC2)CC1. Product: [C:1]([C:3]#[C:4][C:5]1[CH:13]=[CH:12][C:8]([C:9]([O:11][C:19]2[C:20]([F:21])=[C:15]([F:14])[C:16]([S:25]([O-:28])(=[O:26])=[O:27])=[C:17]([F:24])[C:18]=2[F:23])=[O:10])=[CH:7][CH:6]=1)#[N:2].[Na+:29]. The catalyst class is: 3.